Dataset: NCI-60 drug combinations with 297,098 pairs across 59 cell lines. Task: Regression. Given two drug SMILES strings and cell line genomic features, predict the synergy score measuring deviation from expected non-interaction effect. (1) Drug 1: C1CC(=O)NC(=O)C1N2CC3=C(C2=O)C=CC=C3N. Drug 2: CC=C1C(=O)NC(C(=O)OC2CC(=O)NC(C(=O)NC(CSSCCC=C2)C(=O)N1)C(C)C)C(C)C. Cell line: CAKI-1. Synergy scores: CSS=6.58, Synergy_ZIP=-2.56, Synergy_Bliss=-4.75, Synergy_Loewe=-3.89, Synergy_HSA=-3.76. (2) Drug 1: CC1=CC=C(C=C1)C2=CC(=NN2C3=CC=C(C=C3)S(=O)(=O)N)C(F)(F)F. Drug 2: C1=CN(C=N1)CC(O)(P(=O)(O)O)P(=O)(O)O. Cell line: K-562. Synergy scores: CSS=0.407, Synergy_ZIP=-1.03, Synergy_Bliss=-5.96, Synergy_Loewe=-2.42, Synergy_HSA=-5.93. (3) Synergy scores: CSS=7.14, Synergy_ZIP=1.25, Synergy_Bliss=3.54, Synergy_Loewe=-16.2, Synergy_HSA=-0.423. Drug 2: CCC1(C2=C(COC1=O)C(=O)N3CC4=CC5=C(C=CC(=C5CN(C)C)O)N=C4C3=C2)O.Cl. Cell line: OVCAR-5. Drug 1: C1CCC(C1)C(CC#N)N2C=C(C=N2)C3=C4C=CNC4=NC=N3. (4) Drug 1: CC1=C(C(CCC1)(C)C)C=CC(=CC=CC(=CC(=O)O)C)C. Drug 2: CCC1(C2=C(COC1=O)C(=O)N3CC4=CC5=C(C=CC(=C5CN(C)C)O)N=C4C3=C2)O.Cl. Cell line: UO-31. Synergy scores: CSS=11.8, Synergy_ZIP=-4.92, Synergy_Bliss=3.24, Synergy_Loewe=-28.6, Synergy_HSA=-0.554. (5) Drug 1: CC1CCCC2(C(O2)CC(NC(=O)CC(C(C(=O)C(C1O)C)(C)C)O)C(=CC3=CSC(=N3)C)C)C. Drug 2: N.N.Cl[Pt+2]Cl. Cell line: PC-3. Synergy scores: CSS=53.8, Synergy_ZIP=-7.11, Synergy_Bliss=-8.60, Synergy_Loewe=-2.95, Synergy_HSA=-0.770. (6) Drug 1: C1=CC=C(C=C1)NC(=O)CCCCCCC(=O)NO. Drug 2: C(=O)(N)NO. Cell line: SK-MEL-5. Synergy scores: CSS=20.7, Synergy_ZIP=-1.12, Synergy_Bliss=-0.484, Synergy_Loewe=-22.9, Synergy_HSA=-4.49.